This data is from Peptide-MHC class I binding affinity with 185,985 pairs from IEDB/IMGT. The task is: Regression. Given a peptide amino acid sequence and an MHC pseudo amino acid sequence, predict their binding affinity value. This is MHC class I binding data. (1) The binding affinity (normalized) is 0.0847. The MHC is HLA-A26:03 with pseudo-sequence HLA-A26:03. The peptide sequence is SEVKFKYVL. (2) The peptide sequence is SVLCVKKFYK. The MHC is HLA-A11:01 with pseudo-sequence HLA-A11:01. The binding affinity (normalized) is 1.00. (3) The peptide sequence is MAAAKTPVIV. The MHC is HLA-A02:02 with pseudo-sequence HLA-A02:02. The binding affinity (normalized) is 0.196. (4) The peptide sequence is HYDAPVFPI. The MHC is HLA-A02:06 with pseudo-sequence HLA-A02:06. The binding affinity (normalized) is 0.282.